This data is from CYP2C9 inhibition data for predicting drug metabolism from PubChem BioAssay. The task is: Regression/Classification. Given a drug SMILES string, predict its absorption, distribution, metabolism, or excretion properties. Task type varies by dataset: regression for continuous measurements (e.g., permeability, clearance, half-life) or binary classification for categorical outcomes (e.g., BBB penetration, CYP inhibition). Dataset: cyp2c9_veith. (1) The molecule is COCCNc1cc(-c2c(C)noc2C)ncn1. The result is 0 (non-inhibitor). (2) The result is 1 (inhibitor). The compound is COc1ccc(-c2nc3cnc(N4CCNCC4)nc3n(CCc3ccccc3)c2=O)cc1. (3) The molecule is O=C(O)c1[nH]c(=O)[nH]c(=O)c1CN1CCCCC1. The result is 0 (non-inhibitor). (4) The molecule is COc1cccc(Nc2ncc3ncc(=O)n(CCC#N)c3n2)c1. The result is 0 (non-inhibitor).